This data is from Forward reaction prediction with 1.9M reactions from USPTO patents (1976-2016). The task is: Predict the product of the given reaction. (1) Given the reactants [C:1]([O:5][C:6]([N:8]1[CH2:13][CH2:12][CH:11]([C:14](=[O:23])[NH:15][C:16]2[CH:21]=[CH:20][CH:19]=[CH:18][C:17]=2[Br:22])[CH2:10][CH2:9]1)=[O:7])([CH3:4])([CH3:3])[CH3:2].[H-].[Na+].Br[CH2:27][CH2:28][O:29][CH:30]1[CH2:35][CH2:34][CH2:33][CH2:32][O:31]1, predict the reaction product. The product is: [C:1]([O:5][C:6]([N:8]1[CH2:13][CH2:12][CH:11]([C:14](=[O:23])[N:15]([C:16]2[CH:21]=[CH:20][CH:19]=[CH:18][C:17]=2[Br:22])[CH2:27][CH2:28][O:29][CH:30]2[CH2:35][CH2:34][CH2:33][CH2:32][O:31]2)[CH2:10][CH2:9]1)=[O:7])([CH3:4])([CH3:2])[CH3:3]. (2) Given the reactants [C:1]([C:4]1[C:22](=[O:23])[C@@:8]2([CH3:24])[C:9]3[C:15]([OH:16])=[CH:14][C:13]([O:17][CH3:18])=[C:12]([C:19]([NH2:21])=[O:20])[C:10]=3[O:11][C:7]2=[CH:6][C:5]=1[OH:25])(=[O:3])[CH3:2].[Cl:26][C:27]1[CH:36]=[C:35]2[C:30]([CH:31]=[CH:32][C:33]([CH3:39])=[C:34]2[CH:37]=O)=[CH:29][CH:28]=1.C([SiH](CC)CC)C.FC(F)(F)C(O)=O, predict the reaction product. The product is: [C:1]([C:4]1[C:22](=[O:23])[C@@:8]2([CH3:24])[C:9]3[C:15]([OH:16])=[CH:14][C:13]([O:17][CH3:18])=[C:12]([C:19]([NH:21][CH2:37][C:34]4[C:35]5[C:30](=[CH:29][CH:28]=[C:27]([Cl:26])[CH:36]=5)[CH:31]=[CH:32][C:33]=4[CH3:39])=[O:20])[C:10]=3[O:11][C:7]2=[CH:6][C:5]=1[OH:25])(=[O:3])[CH3:2]. (3) Given the reactants [CH2:1]([O:8][C:9]([N:11]1[CH2:15][C@@H:14]([N:16]2[C:24]3[C:19](=[N:20][C:21]([C:26]4[C:27]([O:35][CH3:36])=[N:28][C:29]([CH:32]([CH3:34])[CH3:33])=[CH:30][CH:31]=4)=[C:22]([CH3:25])[CH:23]=3)[C:18]([CH3:37])=[CH:17]2)[C@@H:13]([O:38][Si](C(C)(C)C)(C)C)[CH2:12]1)=[O:10])[C:2]1[CH:7]=[CH:6][CH:5]=[CH:4][CH:3]=1.[F-].C([N+](CCCC)(CCCC)CCCC)CCC, predict the reaction product. The product is: [CH2:1]([O:8][C:9]([N:11]1[CH2:15][C@@H:14]([N:16]2[C:24]3[C:19](=[N:20][C:21]([C:26]4[C:27]([O:35][CH3:36])=[N:28][C:29]([CH:32]([CH3:34])[CH3:33])=[CH:30][CH:31]=4)=[C:22]([CH3:25])[CH:23]=3)[C:18]([CH3:37])=[CH:17]2)[C@@H:13]([OH:38])[CH2:12]1)=[O:10])[C:2]1[CH:7]=[CH:6][CH:5]=[CH:4][CH:3]=1. (4) Given the reactants [CH2:1]([O:8][C:9]1[CH:10]=[CH:11][C:12](Br)=[N:13][CH:14]=1)[C:2]1[CH:7]=[CH:6][CH:5]=[CH:4][CH:3]=1.[NH:16]1[CH2:21][CH2:20][CH:19]([NH:22][C:23](=[O:29])[O:24][C:25]([CH3:28])([CH3:27])[CH3:26])[CH2:18][CH2:17]1, predict the reaction product. The product is: [CH2:1]([O:8][C:9]1[CH:10]=[CH:11][C:12]([N:16]2[CH2:17][CH2:18][CH:19]([NH:22][C:23](=[O:29])[O:24][C:25]([CH3:27])([CH3:26])[CH3:28])[CH2:20][CH2:21]2)=[N:13][CH:14]=1)[C:2]1[CH:7]=[CH:6][CH:5]=[CH:4][CH:3]=1. (5) Given the reactants Cl[CH2:2][C:3]1[CH:4]=[N:5][N:6]([CH:12]([CH3:14])[CH3:13])[C:7]=1[C:8]([F:11])([F:10])[F:9].[C-:15]#[N:16].[K+], predict the reaction product. The product is: [CH:12]([N:6]1[C:7]([C:8]([F:11])([F:10])[F:9])=[C:3]([CH2:2][C:15]#[N:16])[CH:4]=[N:5]1)([CH3:14])[CH3:13].